This data is from NCI-60 drug combinations with 297,098 pairs across 59 cell lines. The task is: Regression. Given two drug SMILES strings and cell line genomic features, predict the synergy score measuring deviation from expected non-interaction effect. (1) Drug 1: C1CCN(CC1)CCOC2=CC=C(C=C2)C(=O)C3=C(SC4=C3C=CC(=C4)O)C5=CC=C(C=C5)O. Drug 2: CCC1=CC2CC(C3=C(CN(C2)C1)C4=CC=CC=C4N3)(C5=C(C=C6C(=C5)C78CCN9C7C(C=CC9)(C(C(C8N6C)(C(=O)OC)O)OC(=O)C)CC)OC)C(=O)OC.C(C(C(=O)O)O)(C(=O)O)O. Cell line: ACHN. Synergy scores: CSS=22.7, Synergy_ZIP=-8.06, Synergy_Bliss=-5.73, Synergy_Loewe=-15.1, Synergy_HSA=-5.68. (2) Drug 1: C1CCN(CC1)CCOC2=CC=C(C=C2)C(=O)C3=C(SC4=C3C=CC(=C4)O)C5=CC=C(C=C5)O. Drug 2: CN1CCC(CC1)COC2=C(C=C3C(=C2)N=CN=C3NC4=C(C=C(C=C4)Br)F)OC. Cell line: HCT116. Synergy scores: CSS=3.21, Synergy_ZIP=0.471, Synergy_Bliss=3.13, Synergy_Loewe=-0.492, Synergy_HSA=-0.283.